Dataset: Choline transporter screen with 302,306 compounds. Task: Binary Classification. Given a drug SMILES string, predict its activity (active/inactive) in a high-throughput screening assay against a specified biological target. (1) The molecule is Brc1ccc(CC(=O)Nc2c(scc2)C(OC)=O)cc1. The result is 0 (inactive). (2) The drug is S(CC(=O)Nc1ccccc1)CC(=O)NN\C=C1\C(=O)C(OC)=CC=C1. The result is 0 (inactive). (3) The drug is S(=O)(=O)(Nc1c(SCC(=O)Nc2sc(nn2)C(F)(F)F)cccc1)c1ccc(F)cc1. The result is 1 (active). (4) The drug is S(c1ccc(C(=O)N2CCC(n3nccc3NC(=O)C3CC3)CC2)cc1)C. The result is 0 (inactive). (5) The drug is O=C(Nc1c(cccc1C)C)CNc1cc(cc(c1)C)C. The result is 0 (inactive). (6) The compound is O=C1N(C(=O)N2C(c3[nH]c4c(c3CC12)cccc4)(C)C)Cc1ccc(OC)cc1. The result is 0 (inactive). (7) The compound is S(CC(=O)NC(C(C)C)(C)C#N)c1oc(nn1)c1ccccc1. The result is 0 (inactive). (8) The result is 0 (inactive). The molecule is S(CC(=O)N1CCN(CC1)c1ccc(OC)cc1)c1oc(nn1)c1cc2c(c([nH]c2cc1)C)C. (9) The compound is S(=O)(=O)(Nc1ccc(NC(OCC)=O)cc1)c1ccc(cc1)C. The result is 0 (inactive). (10) The drug is S(=O)(=O)(Nc1cc2OCCOc2cc1)c1c([N+]([O-])=O)cccc1. The result is 0 (inactive).